Dataset: Full USPTO retrosynthesis dataset with 1.9M reactions from patents (1976-2016). Task: Predict the reactants needed to synthesize the given product. (1) The reactants are: [NH2:1][C:2]1[CH:10]=[CH:9][CH:8]=[C:7]([Cl:11])[C:3]=1[C:4]([OH:6])=O.[CH3:12][O:13][C:14]1[C:15]([NH2:20])=[CH:16][CH:17]=[CH:18][CH:19]=1. Given the product [NH2:1][C:2]1[CH:10]=[CH:9][CH:8]=[C:7]([Cl:11])[C:3]=1[C:4]([NH:20][C:15]1[CH:16]=[CH:17][CH:18]=[CH:19][C:14]=1[O:13][CH3:12])=[O:6], predict the reactants needed to synthesize it. (2) Given the product [OH:3][CH:4]1[CH:11]2[CH2:12][C:7]3([C:14]([NH:16][C@H:17]4[CH2:22][CH2:21][CH2:20][N:19]([C:23]([O:25][CH2:26][C:27]5[CH:32]=[CH:31][CH:30]=[CH:29][CH:28]=5)=[O:24])[CH2:18]4)=[O:15])[CH2:8][CH:9]([CH2:13][CH:5]1[CH2:6]3)[CH2:10]2, predict the reactants needed to synthesize it. The reactants are: [BH4-].[Na+].[O:3]=[C:4]1[CH:11]2[CH2:12][C:7]3([C:14]([NH:16][C@H:17]4[CH2:22][CH2:21][CH2:20][N:19]([C:23]([O:25][CH2:26][C:27]5[CH:32]=[CH:31][CH:30]=[CH:29][CH:28]=5)=[O:24])[CH2:18]4)=[O:15])[CH2:8][CH:9]([CH2:13][CH:5]1[CH2:6]3)[CH2:10]2.CO. (3) Given the product [CH:1]1([C:4]2[CH:5]=[CH:6][C:7]([O:10][C:11]3[CH:12]=[C:13]([CH:17]=[C:18]4[CH2:19][CH2:20][C:21](=[O:22])[CH2:26][CH2:27]4)[CH:14]=[CH:15][CH:16]=3)=[N:8][CH:9]=2)[CH2:3][CH2:2]1, predict the reactants needed to synthesize it. The reactants are: [CH:1]1([C:4]2[CH:5]=[CH:6][C:7]([O:10][C:11]3[CH:16]=[CH:15][CH:14]=[C:13]([CH:17]=[C:18]4[CH2:27][CH2:26][C:21]5(OCC[O:22]5)[CH2:20][CH2:19]4)[CH:12]=3)=[N:8][CH:9]=2)[CH2:3][CH2:2]1.Cl. (4) Given the product [OH:65][CH2:64][CH2:63][N:62]([CH2:47][CH2:46][CH2:45][C:42]1[C:43](=[O:44])[N:38]([CH2:37][CH:34]2[CH2:35][CH2:36]2)[N:39]=[C:40]([C:53]2[CH:58]=[CH:57][C:56]([O:59][CH3:60])=[C:55]([F:61])[CH:54]=2)[CH:41]=1)[CH2:66][CH2:67][OH:68], predict the reactants needed to synthesize it. The reactants are: C(OC(N1CCN(C2C(=O)N(CC(C)C)N=C(C3C=CC(C)=C(F)C=3)C=2C)CC1)=O)(C)(C)C.[CH:34]1([CH2:37][N:38]2[C:43](=[O:44])[C:42]([CH2:45][CH2:46][CH2:47]OS(C)(=O)=O)=[CH:41][C:40]([C:53]3[CH:58]=[CH:57][C:56]([O:59][CH3:60])=[C:55]([F:61])[CH:54]=3)=[N:39]2)[CH2:36][CH2:35]1.[NH:62]([CH2:66][CH2:67][OH:68])[CH2:63][CH2:64][OH:65].